From a dataset of Forward reaction prediction with 1.9M reactions from USPTO patents (1976-2016). Predict the product of the given reaction. (1) Given the reactants Cl[C:2]1[N:11]=[C:10]([N:12]([C:14]2[CH:19]=[CH:18][C:17]([O:20][CH3:21])=[CH:16][CH:15]=2)[CH3:13])[C:9]2[C:4](=[CH:5][CH:6]=[CH:7][CH:8]=2)[N:3]=1.[NH4+].[F-], predict the reaction product. The product is: [CH:17]([O:20][C:2]1[N:11]=[C:10]([N:12]([C:14]2[CH:19]=[CH:18][C:17]([O:20][CH3:21])=[CH:16][CH:15]=2)[CH3:13])[C:9]2[C:4](=[CH:5][CH:6]=[CH:7][CH:8]=2)[N:3]=1)([CH3:18])[CH3:16]. (2) Given the reactants [Br:1][C:2]1[CH:7]=[CH:6][C:5]([OH:8])=[CH:4][C:3]=1[F:9].CN(C=O)C.C(=O)([O-])[O-].[K+].[K+].[CH2:21](Br)[C:22]1[CH:27]=[CH:26][CH:25]=[CH:24][CH:23]=1, predict the reaction product. The product is: [CH2:21]([O:8][C:5]1[CH:6]=[CH:7][C:2]([Br:1])=[C:3]([F:9])[CH:4]=1)[C:22]1[CH:27]=[CH:26][CH:25]=[CH:24][CH:23]=1.